This data is from Full USPTO retrosynthesis dataset with 1.9M reactions from patents (1976-2016). The task is: Predict the reactants needed to synthesize the given product. (1) Given the product [OH:15][C:11]1[CH:12]=[C:13]2[C:8](=[CH:9][CH:10]=1)[N:7]([CH2:16][C:17]([F:18])([F:19])[F:20])[C:6]([C:4]([N:43]1[CH2:48][CH2:47][O:46][CH2:45][CH2:44]1)=[O:5])=[CH:14]2, predict the reactants needed to synthesize it. The reactants are: C(O[C:4]([C:6]1[N:7]([CH2:16][C:17]([F:20])([F:19])[F:18])[C:8]2[C:13]([CH:14]=1)=[CH:12][C:11]([OH:15])=[CH:10][CH:9]=2)=[O:5])C.F[B-](F)(F)F.N1(OC(N(C)C)=[N+](C)C)C2C=CC=CC=2N=N1.[NH:43]1[CH2:48][CH2:47][O:46][CH2:45][CH2:44]1.C(N(C(C)C)C(C)C)C. (2) The reactants are: F[C:2]1[C:7]([C:8]2[N:13]=[C:12]([CH3:14])[N:11]=[C:10]([NH2:15])[N:9]=2)=[CH:6][CH:5]=[CH:4][N:3]=1.[NH2:16][C:17]1[CH:22]=[CH:21][C:20]([NH2:23])=[CH:19][N:18]=1. Given the product [NH2:15][C:10]1[N:11]=[C:12]([CH3:14])[N:13]=[C:8]([C:7]2[C:2]([NH:23][C:20]3[CH:21]=[CH:22][C:17]([NH2:16])=[N:18][CH:19]=3)=[N:3][CH:4]=[CH:5][CH:6]=2)[N:9]=1, predict the reactants needed to synthesize it. (3) Given the product [CH3:1][C:2]1([CH3:17])[CH2:11][CH2:10][C:9]([CH3:13])([CH3:12])[C:8]2[CH:7]=[C:6]([C:19]3[CH:20]=[C:21]([CH:24]=[O:25])[NH:22][CH:23]=3)[CH:5]=[CH:4][C:3]1=2, predict the reactants needed to synthesize it. The reactants are: [CH3:1][C:2]1([CH3:17])[CH2:11][CH2:10][C:9]([CH3:13])([CH3:12])[C:8]2[CH:7]=[C:6](B(O)O)[CH:5]=[CH:4][C:3]1=2.Br[C:19]1[CH:20]=[C:21]([CH:24]=[O:25])[NH:22][CH:23]=1. (4) Given the product [Br-:28].[O:31]=[C:30]([C:32]1[CH:37]=[CH:36][CH:35]=[CH:34][CH:33]=1)[CH2:29][N+:13]12[CH2:18][CH2:17][CH:16]([CH2:15][CH2:14]1)[C@@H:11]([O:10][C:8](=[O:9])[CH:7]([C:1]1[CH:6]=[CH:5][CH:4]=[CH:3][CH:2]=1)[NH:19][S:20]([CH2:23][C:24]([F:26])([F:27])[F:25])(=[O:22])=[O:21])[CH2:12]2, predict the reactants needed to synthesize it. The reactants are: [C:1]1([CH:7]([NH:19][S:20]([CH2:23][C:24]([F:27])([F:26])[F:25])(=[O:22])=[O:21])[C:8]([O:10][C@@H:11]2[CH:16]3[CH2:17][CH2:18][N:13]([CH2:14][CH2:15]3)[CH2:12]2)=[O:9])[CH:6]=[CH:5][CH:4]=[CH:3][CH:2]=1.[Br:28][CH2:29][C:30]([C:32]1[CH:37]=[CH:36][CH:35]=[CH:34][CH:33]=1)=[O:31]. (5) Given the product [CH3:24][O:23][CH2:22][CH2:21][N:19]([CH3:20])[C:16]1[CH:17]=[CH:18][C:13]([NH:12][C:10]2[N:11]=[C:6]([O:5][C:4]3[CH:3]=[C:2]([NH:1][C:40](=[O:43])[CH:41]=[CH2:42])[CH:30]=[CH:29][CH:28]=3)[C:7]3[CH:27]=[CH:26][NH:25][C:8]=3[N:9]=2)=[CH:14][CH:15]=1, predict the reactants needed to synthesize it. The reactants are: [NH2:1][C:2]1[CH:3]=[C:4]([CH:28]=[CH:29][CH:30]=1)[O:5][C:6]1[C:7]2[CH:27]=[CH:26][NH:25][C:8]=2[N:9]=[C:10]([NH:12][C:13]2[CH:18]=[CH:17][C:16]([N:19]([CH2:21][CH2:22][O:23][CH3:24])[CH3:20])=[CH:15][CH:14]=2)[N:11]=1.CCN(C(C)C)C(C)C.[C:40](Cl)(=[O:43])[CH:41]=[CH2:42].[OH-].[Na+]. (6) Given the product [CH2:1]([O:3][C:4](=[O:25])[C:5]1[CH:10]=[CH:9][CH:8]=[C:7]([N:11]2[C:15]([CH3:16])=[CH:14][CH:13]=[C:12]2[C:17]2[CH:22]=[C:21]([Br:23])[CH:20]=[CH:19][C:18]=2[O:24][CH2:32][C:33]2[CH:40]=[CH:39][CH:38]=[CH:37][C:34]=2[CH3:35])[CH:6]=1)[CH3:2], predict the reactants needed to synthesize it. The reactants are: [CH2:1]([O:3][C:4](=[O:25])[C:5]1[CH:10]=[CH:9][CH:8]=[C:7]([N:11]2[C:15]([CH3:16])=[CH:14][CH:13]=[C:12]2[C:17]2[CH:22]=[C:21]([Br:23])[CH:20]=[CH:19][C:18]=2[OH:24])[CH:6]=1)[CH3:2].C(=O)([O-])[O-].[K+].[K+].[CH3:32][C:33]1[CH:40]=[CH:39][CH:38]=[CH:37][C:34]=1[CH2:35]Br.